From a dataset of Full USPTO retrosynthesis dataset with 1.9M reactions from patents (1976-2016). Predict the reactants needed to synthesize the given product. (1) Given the product [CH3:19][C:14]1[NH:13][C:12]2[C:11]3[CH:20]=[CH:21][CH:22]=[CH:23][C:10]=3[NH:9][CH2:18][CH2:17][C:16]=2[N:15]=1, predict the reactants needed to synthesize it. The reactants are: C([N:9]1[CH2:18][CH2:17][C:16]2[N:15]=[C:14]([CH3:19])[NH:13][C:12]=2[C:11]2[CH:20]=[CH:21][CH:22]=[CH:23][C:10]1=2)(=O)C1C=CC=CC=1. (2) Given the product [CH2:4]1[C:5]2[C:13]3[CH:12]=[CH:11][CH:10]=[CH:9][C:8]=3[NH:7][C:6]=2[C:16]([C:17]([O:19][CH2:20][CH3:21])=[O:18])=[CH:15][NH:2][CH2:3]1, predict the reactants needed to synthesize it. The reactants are: Cl.[NH2:2][CH2:3][CH2:4][C:5]1[C:13]2[C:8](=[CH:9][CH:10]=[CH:11][CH:12]=2)[NH:7][CH:6]=1.Br[CH2:15][C:16](=O)[C:17]([O:19][CH2:20][CH3:21])=[O:18].C. (3) Given the product [NH2:1][C:2]1[N:7]=[C:6]([NH:8][C:9]2[CH:10]=[CH:11][C:12]([CH2:13][O:14][C:15](=[O:26])[CH:16]([NH2:18])[CH3:17])=[CH:27][CH:28]=2)[CH:5]=[C:4]([C:29]2[CH:34]=[C:33]([Cl:35])[CH:32]=[CH:31][C:30]=2[O:36][CH2:37][CH3:38])[N:3]=1, predict the reactants needed to synthesize it. The reactants are: [NH2:1][C:2]1[N:7]=[C:6]([NH:8][C:9]2[CH:28]=[CH:27][C:12]([CH2:13][O:14][C:15](=[O:26])[C@@H:16]([NH:18]C(OC(C)(C)C)=O)[CH3:17])=[CH:11][CH:10]=2)[CH:5]=[C:4]([C:29]2[CH:34]=[C:33]([Cl:35])[CH:32]=[CH:31][C:30]=2[O:36][CH2:37][CH3:38])[N:3]=1.Cl. (4) Given the product [N:32]1[C:24]([NH:1][CH:2]([C:5]2[N:6]([C:16]3[CH:21]=[CH:20][CH:19]=[C:18]([F:22])[CH:17]=3)[C:7](=[O:15])[C:8]3[N:9]([CH:11]=[CH:12][C:13]=3[Cl:14])[CH:10]=2)[CH2:3][CH3:4])=[C:25]2[C:29]([NH:28][CH:27]=[N:26]2)=[N:30][CH:31]=1, predict the reactants needed to synthesize it. The reactants are: [NH2:1][CH:2]([C:5]1[N:6]([C:16]2[CH:21]=[CH:20][CH:19]=[C:18]([F:22])[CH:17]=2)[C:7](=[O:15])[C:8]2[N:9]([CH:11]=[CH:12][C:13]=2[Cl:14])[CH:10]=1)[CH2:3][CH3:4].Cl[C:24]1[N:32]=[CH:31][N:30]=[C:29]2[C:25]=1[N:26]=[CH:27][NH:28]2.